Dataset: Full USPTO retrosynthesis dataset with 1.9M reactions from patents (1976-2016). Task: Predict the reactants needed to synthesize the given product. (1) Given the product [Cl:1][C:2]1[N:3]=[CH:4][CH:5]=[C:6]2[C:11]=1[N:10]=[CH:9][C:8]([O:12][CH2:16][CH:13]1[CH2:15][CH2:14]1)=[CH:7]2, predict the reactants needed to synthesize it. The reactants are: [Cl:1][C:2]1[N:3]=[CH:4][CH:5]=[C:6]2[C:11]=1[N:10]=[CH:9][C:8]([OH:12])=[CH:7]2.[CH:13]1([CH2:16]O)[CH2:15][CH2:14]1.C1(P(C2C=CC=CC=2)C2C=CC=CC=2)C=CC=CC=1.N(C(OC(C)C)=O)=NC(OC(C)C)=O. (2) Given the product [F:3][C:4]1[CH:9]=[C:8]([C:10]#[N:11])[CH:7]=[CH:6][C:5]=1[C:12]1[CH:17]=[CH:16][C:15]([O:18][C:19]([F:21])([F:22])[F:20])=[C:14]([CH2:23][NH:24][C@H:25]2[CH2:30][CH2:29][N:28]([C:38](=[O:39])[CH2:37][OH:40])[CH2:27][C@H:26]2[C:31]2[CH:32]=[CH:33][CH:34]=[CH:35][CH:36]=2)[CH:13]=1, predict the reactants needed to synthesize it. The reactants are: Cl.Cl.[F:3][C:4]1[CH:9]=[C:8]([C:10]#[N:11])[CH:7]=[CH:6][C:5]=1[C:12]1[CH:17]=[CH:16][C:15]([O:18][C:19]([F:22])([F:21])[F:20])=[C:14]([CH2:23][NH:24][C@H:25]2[CH2:30][CH2:29][NH:28][CH2:27][C@H:26]2[C:31]2[CH:36]=[CH:35][CH:34]=[CH:33][CH:32]=2)[CH:13]=1.[C:37](O)(=[O:40])[CH2:38][OH:39].CCN=C=NCCCN(C)C.Cl.C1C=CC2N(O)N=NC=2C=1. (3) The reactants are: [O:1]1[C:9]2[C:4](=[N:5][CH:6]=[CH:7][CH:8]=2)[NH:3][C:2]1=[O:10].N([CH2:14][CH2:15][CH2:16][CH2:17][CH2:18][CH2:19][CH3:20])=C=O. Given the product [O:10]=[C:2]1[NH:3][C:4]2=[N:5][CH:6]=[CH:7][CH:8]=[C:9]2[O:1]1.[CH3:20][CH2:19][CH:18]([C:2]([NH2:3])=[O:1])[CH2:17][CH2:16][CH2:15][CH3:14], predict the reactants needed to synthesize it. (4) Given the product [O:2]([CH2:9][CH2:10][CH2:11][CH:12]=[CH:32][C:34]1[CH:35]=[CH:36][C:37]([CH2:40][CH2:41][C:42]([O:44][CH2:45][CH3:46])=[O:43])=[CH:38][CH:39]=1)[C:3]1[CH:4]=[CH:5][CH:6]=[CH:7][CH:8]=1, predict the reactants needed to synthesize it. The reactants are: [Br-].[O:2]([CH2:9][CH2:10][CH2:11][CH2:12][P+](C1C=CC=CC=1)(C1C=CC=CC=1)C1C=CC=CC=1)[C:3]1[CH:8]=[CH:7][CH:6]=[CH:5][CH:4]=1.[CH:32]([C:34]1[CH:39]=[CH:38][C:37]([CH2:40][CH2:41][C:42]([O:44][CH2:45][CH3:46])=[O:43])=[CH:36][CH:35]=1)=O. (5) Given the product [NH2:1][S:2]([C:5]1[CH:6]=[CH:7][C:8]([NH:11][C:12]2[S:13][C:19]([C:20]#[N:21])=[C:15]([NH2:16])[N:14]=2)=[CH:9][CH:10]=1)(=[O:4])=[O:3], predict the reactants needed to synthesize it. The reactants are: [NH2:1][S:2]([C:5]1[CH:10]=[CH:9][C:8]([N:11]=[C:12]=[S:13])=[CH:7][CH:6]=1)(=[O:4])=[O:3].[N:14]#[C:15][NH2:16].C1CCN2[C:20](=[N:21]CCC2)[CH2:19]C1.BrCC#N.